Task: Predict the product of the given reaction.. Dataset: Forward reaction prediction with 1.9M reactions from USPTO patents (1976-2016) (1) The product is: [CH3:1][N:2]1[C:10]2[C:5](=[C:6]([NH:11][C:13](=[S:14])[NH:12][C:15]3[CH:16]=[C:17]([CH:21]=[CH:22][C:23]=3[O:24][C:25]([F:26])([F:27])[F:28])[C:18]([NH2:20])=[O:19])[CH:7]=[CH:8][CH:9]=2)[CH:4]=[N:3]1. Given the reactants [CH3:1][N:2]1[C:10]2[C:5](=[C:6]([NH2:11])[CH:7]=[CH:8][CH:9]=2)[CH:4]=[N:3]1.[N:12]([C:15]1[CH:16]=[C:17]([CH:21]=[CH:22][C:23]=1[O:24][C:25]([F:28])([F:27])[F:26])[C:18]([NH2:20])=[O:19])=[C:13]=[S:14].CS(C1C=CC(OC)=C(NC(NC2C=CC=C3C=2C=NN3C)=S)C=1)(=O)=O, predict the reaction product. (2) Given the reactants Br[C:2]1[CH:11]=[CH:10][C:9]2[N:8]=[CH:7][C:6]3[N:12]([CH3:23])[C:13](=[O:22])[N:14]([C:15]4[C:16]([CH3:21])=[N:17][N:18]([CH3:20])[CH:19]=4)[C:5]=3[C:4]=2[CH:3]=1.[CH2:24]([O:31][CH2:32][CH2:33][O:34][C:35]1[CH:40]=[CH:39][C:38](B2OC(C)(C)C(C)(C)O2)=[CH:37][N:36]=1)[C:25]1[CH:30]=[CH:29][CH:28]=[CH:27][CH:26]=1, predict the reaction product. The product is: [CH2:24]([O:31][CH2:32][CH2:33][O:34][C:35]1[N:36]=[CH:37][C:38]([C:2]2[CH:11]=[CH:10][C:9]3[N:8]=[CH:7][C:6]4[N:12]([CH3:23])[C:13](=[O:22])[N:14]([C:15]5[C:16]([CH3:21])=[N:17][N:18]([CH3:20])[CH:19]=5)[C:5]=4[C:4]=3[CH:3]=2)=[CH:39][CH:40]=1)[C:25]1[CH:26]=[CH:27][CH:28]=[CH:29][CH:30]=1. (3) Given the reactants [CH3:1][C:2]1[C:3]2[N:4]([N:11]=[C:12]([C:14]3[CH:19]=[CH:18][CH:17]=[CH:16][CH:15]=3)[N:13]=2)[CH:5]=[CH:6][C:7]=1C(O)=O.C([N:22](CC)CC)C.P(N=[N+]=[N-])(=O)(OC1C=CC=CC=1)OC1C=CC=CC=1, predict the reaction product. The product is: [CH3:1][C:2]1[C:3]2[N:4]([N:11]=[C:12]([C:14]3[CH:19]=[CH:18][CH:17]=[CH:16][CH:15]=3)[N:13]=2)[CH:5]=[CH:6][C:7]=1[NH2:22]. (4) Given the reactants Cl.[NH2:2][C:3]1[S:4][C:5]([C:8]([F:11])([F:10])[F:9])=[CH:6][N:7]=1.Br[CH2:13][C:14](=O)[C:15]([O:17][CH2:18][CH3:19])=[O:16], predict the reaction product. The product is: [F:9][C:8]([F:11])([F:10])[C:5]1[S:4][C:3]2=[N:2][C:14]([C:15]([O:17][CH2:18][CH3:19])=[O:16])=[CH:13][N:7]2[CH:6]=1. (5) Given the reactants [NH2:1][C:2]1[CH:3]=[C:4]2[C:9](=[CH:10][CH:11]=1)[NH:8][C:7](=[O:12])[CH:6]=[CH:5]2.Br[C:14]1[CH:23]=[CH:22][C:21]([Cl:24])=[CH:20][C:15]=1[C:16]([O:18][CH3:19])=[O:17].C(=O)([O-])[O-].[Cs+].[Cs+].C1(C)C=CC=CC=1, predict the reaction product. The product is: [Cl:24][C:21]1[CH:22]=[CH:23][C:14]([NH:1][C:2]2[CH:3]=[C:4]3[C:9](=[CH:10][CH:11]=2)[NH:8][C:7](=[O:12])[CH:6]=[CH:5]3)=[C:15]([CH:20]=1)[C:16]([O:18][CH3:19])=[O:17]. (6) Given the reactants [OH:1][C:2]1[CH:3]=[C:4]([CH:30]=[CH:31][CH:32]=1)[CH2:5][N:6]1[C:15]2[C:10](=[CH:11][C:12]([O:16][CH2:17][C:18]#[CH:19])=[CH:13][CH:14]=2)[C:9]([C:20]2[CH:25]=[CH:24][C:23]([CH:26]([CH3:28])[CH3:27])=[CH:22][CH:21]=2)=[N:8][C:7]1=[O:29].[H-].[Na+].Br[CH2:36][CH2:37][O:38][CH2:39][CH2:40][O:41][CH3:42], predict the reaction product. The product is: [CH:26]([C:23]1[CH:24]=[CH:25][C:20]([C:9]2[C:10]3[C:15](=[CH:14][CH:13]=[C:12]([O:16][CH2:17][C:18]#[CH:19])[CH:11]=3)[N:6]([CH2:5][C:4]3[CH:30]=[CH:31][CH:32]=[C:2]([O:1][CH2:36][CH2:37][O:38][CH2:39][CH2:40][O:41][CH3:42])[CH:3]=3)[C:7](=[O:29])[N:8]=2)=[CH:21][CH:22]=1)([CH3:27])[CH3:28]. (7) The product is: [OH:8][NH:9][C:10](=[O:38])[C@H:11]([N:14]([CH2:28][C:29]1[CH:34]=[CH:33][C:32]2[O:35][CH2:36][O:37][C:31]=2[CH:30]=1)[S:15]([C:18]1[C:23]([CH3:24])=[CH:22][C:21]([O:25][CH3:26])=[CH:20][C:19]=1[CH3:27])(=[O:17])=[O:16])[CH2:12][OH:13]. Given the reactants C([O:8][NH:9][C:10](=[O:38])[C@H:11]([N:14]([CH2:28][C:29]1[CH:34]=[CH:33][C:32]2[O:35][CH2:36][O:37][C:31]=2[CH:30]=1)[S:15]([C:18]1[C:23]([CH3:24])=[CH:22][C:21]([O:25][CH3:26])=[CH:20][C:19]=1[CH3:27])(=[O:17])=[O:16])[CH2:12][OH:13])C1C=CC=CC=1, predict the reaction product. (8) Given the reactants [C:1]([N:3]=[S:4]([C:7]1[CH:30]=[CH:29][C:10]([CH2:11][NH:12][C:13]([C:15]2[C:20](=[O:21])[CH:19]=[C:18]([CH3:22])[N:17]([C:23]3[N:24]([CH3:28])[N:25]=[CH:26][CH:27]=3)[CH:16]=2)=[O:14])=[CH:9][CH:8]=1)([CH3:6])=[O:5])#[N:2].[Br:31]N1C(=O)CCC1=O, predict the reaction product. The product is: [C:1]([N:3]=[S:4]([C:7]1[CH:8]=[CH:9][C:10]([CH2:11][NH:12][C:13]([C:15]2[C:20](=[O:21])[C:19]([Br:31])=[C:18]([CH3:22])[N:17]([C:23]3[N:24]([CH3:28])[N:25]=[CH:26][CH:27]=3)[CH:16]=2)=[O:14])=[CH:29][CH:30]=1)([CH3:6])=[O:5])#[N:2].